Predict the reaction yield, written as a fraction of the theoretical maximum amount of product (1.0 means a 100% yield; for example, 0.34 means a 34% yield). From a dataset of Reaction yield outcomes from USPTO patents with 853,638 reactions. (1) The reactants are [CH3:1][O:2][C:3]1[CH:8]=[C:7]([NH2:9])[CH:6]=[CH:5][N:4]=1.[B-](F)(F)(F)[F:11].[B-](F)(F)(F)F.C1[N+]2(CCl)CC[N+](F)(CC2)C1.O. The catalyst is C(#N)C. The product is [F:11][C:8]1[C:3]([O:2][CH3:1])=[N:4][CH:5]=[CH:6][C:7]=1[NH2:9]. The yield is 0.140. (2) The reactants are [F:1][CH:2]([F:14])[O:3][C:4]1[N:9]=[C:8]2[S:10][C:11]([NH2:13])=[N:12][C:7]2=[CH:6][CH:5]=1.[N:15]1([C:20](N2C=CN=C2)=[S:21])[CH:19]=[CH:18][N:17]=[CH:16]1. The catalyst is C(#N)C. The product is [F:14][CH:2]([F:1])[O:3][C:4]1[N:9]=[C:8]2[S:10][C:11]([NH:13][C:20]([N:15]3[CH:19]=[CH:18][N:17]=[CH:16]3)=[S:21])=[N:12][C:7]2=[CH:6][CH:5]=1. The yield is 0.510. (3) The reactants are [N+:1]([CH2:4][C:5]([O:7][CH2:8][CH3:9])=[O:6])([O-:3])=O.C1N2[CH2:16][CH2:17]N(CC2)C1.[CH2:18]([OH:20])C. No catalyst specified. The product is [OH:20][CH2:18][CH:16]1[O:3][N:1]=[C:4]([C:5]([O:7][CH2:8][CH3:9])=[O:6])[CH2:17]1. The yield is 0.930. (4) The reactants are [CH3:1][O:2][C:3](=[O:35])[C:4]([NH:24]C(OCC1C=CC=CC=1)=O)=[CH:5][C:6]1[CH:7]=[C:8]2[C:12](=[CH:13][CH:14]=1)[N:11]([S:15]([CH2:18][CH2:19][Si:20]([CH3:23])([CH3:22])[CH3:21])(=[O:17])=[O:16])[CH:10]=[CH:9]2. The catalyst is [Pd].CO. The product is [CH3:1][O:2][C:3](=[O:35])[CH:4]([NH2:24])[CH2:5][C:6]1[CH:7]=[C:8]2[C:12](=[CH:13][CH:14]=1)[N:11]([S:15]([CH2:18][CH2:19][Si:20]([CH3:23])([CH3:22])[CH3:21])(=[O:17])=[O:16])[CH:10]=[CH:9]2. The yield is 0.760.